This data is from Reaction yield outcomes from USPTO patents with 853,638 reactions. The task is: Predict the reaction yield, written as a fraction of the theoretical maximum amount of product (1.0 means a 100% yield; for example, 0.34 means a 34% yield). (1) The reactants are [N:1]1[N:2]([C:10]2[CH:15]=[C:14]([CH3:16])[CH:13]=[CH:12][C:11]=2[OH:17])[N:3]=[C:4]2[CH:9]=[CH:8][CH:7]=[CH:6][C:5]=12.[OH-].[K+].Br[CH:21]([CH3:39])[C:22]([C:24]1[CH:29]=[C:28]([C:30]([CH3:33])([CH3:32])[CH3:31])[C:27]([OH:34])=[C:26]([C:35]([CH3:38])([CH3:37])[CH3:36])[CH:25]=1)=[O:23].Cl. The catalyst is CN1CCCC1=O.O. The product is [N:1]1[N:2]([C:10]2[CH:15]=[C:14]([CH3:16])[CH:13]=[CH:12][C:11]=2[O:17][CH:21]([CH3:39])[C:22]([C:24]2[CH:29]=[C:28]([C:30]([CH3:31])([CH3:33])[CH3:32])[C:27]([OH:34])=[C:26]([C:35]([CH3:38])([CH3:37])[CH3:36])[CH:25]=2)=[O:23])[N:3]=[C:4]2[CH:9]=[CH:8][CH:7]=[CH:6][C:5]=12. The yield is 0.760. (2) The reactants are C([O:3][C:4](=O)/[CH:5]=[CH:6]/[C:7]1[C:8]([NH:16][CH2:17][CH3:18])=[N:9][C:10]([S:14][CH3:15])=[N:11][C:12]=1[CH3:13])C.N12CCCN=C1CCCCC2. The catalyst is CCN(C(C)C)C(C)C. The product is [CH2:17]([N:16]1[C:8]2[N:9]=[C:10]([S:14][CH3:15])[N:11]=[C:12]([CH3:13])[C:7]=2[CH:6]=[CH:5][C:4]1=[O:3])[CH3:18]. The yield is 0.770. (3) The reactants are Cl[C:2]1[C:11]2[C:6](=[CH:7][CH:8]=[CH:9][CH:10]=2)[N:5]=[C:4]([C:12]([C:14]2[CH:19]=[CH:18][C:17]([F:20])=[C:16]([O:21][CH3:22])[CH:15]=2)=[O:13])[N:3]=1.[CH3:23][C:24]1[NH:28][N:27]=[C:26]([NH2:29])[CH:25]=1.[I-].[K+].CCN(C(C)C)C(C)C. The catalyst is CN(C=O)C.O. The product is [F:20][C:17]1[CH:18]=[CH:19][C:14]([C:12]([C:4]2[N:3]=[C:2]([NH:29][C:26]3[CH:25]=[C:24]([CH3:23])[NH:28][N:27]=3)[C:11]3[C:6](=[CH:7][CH:8]=[CH:9][CH:10]=3)[N:5]=2)=[O:13])=[CH:15][C:16]=1[O:21][CH3:22]. The yield is 0.750. (4) The reactants are S(Br)([Br:3])=O.[Br:5][C:6]1[S:7][CH:8]=[C:9]([CH:11](O)[CH3:12])[N:10]=1.N1C=CC=CC=1. The catalyst is C(Cl)Cl. The product is [Br:5][C:6]1[S:7][CH:8]=[C:9]([CH:11]([Br:3])[CH3:12])[N:10]=1. The yield is 0.840. (5) The reactants are [CH2:1]([N:3]1[C:7]([C:8]2[CH:9]=[C:10]([C:13]([O:15][CH3:16])=[O:14])[O:11][CH:12]=2)=[CH:6][CH:5]=[N:4]1)[CH3:2].C1C(=O)N([Cl:24])C(=O)C1. The product is [Cl:24][C:6]1[CH:5]=[N:4][N:3]([CH2:1][CH3:2])[C:7]=1[C:8]1[CH:9]=[C:10]([C:13]([O:15][CH3:16])=[O:14])[O:11][CH:12]=1. The yield is 0.750. The catalyst is C1COCC1. (6) The reactants are [F:1][C:2]1[CH:3]=[C:4]([CH:7]=[CH:8][C:9]=1[F:10])[CH2:5][NH2:6].Cl[C:12]1[N:13]=[CH:14][C:15]2[CH:20]=[C:19]([C:21]3[CH:26]=[CH:25][CH:24]=[CH:23][C:22]=3[Cl:27])[N:18]([CH2:28][C@H:29]3[CH2:34][CH2:33][CH2:32][N:31]([C:35]([O:37][C:38]([CH3:41])([CH3:40])[CH3:39])=[O:36])[CH2:30]3)[C:16]=2[N:17]=1. The catalyst is CCOC(C)=O. The product is [Cl:27][C:22]1[CH:23]=[CH:24][CH:25]=[CH:26][C:21]=1[C:19]1[N:18]([CH2:28][C@H:29]2[CH2:34][CH2:33][CH2:32][N:31]([C:35]([O:37][C:38]([CH3:41])([CH3:40])[CH3:39])=[O:36])[CH2:30]2)[C:16]2[N:17]=[C:12]([NH:6][CH2:5][C:4]3[CH:7]=[CH:8][C:9]([F:10])=[C:2]([F:1])[CH:3]=3)[N:13]=[CH:14][C:15]=2[CH:20]=1. The yield is 0.690. (7) The reactants are [OH:1][CH2:2][CH2:3][CH2:4][C:5]1[CH:6]=[C:7]([NH:12][C:13]2[N:14]=[CH:15][C:16]3[CH2:17][C:18](=[O:32])[NH:19][C:20]4[CH:27]=[C:26]([C:28]([F:31])([F:30])[F:29])[CH:25]=[CH:24][C:21]=4[C:22]=3[N:23]=2)[C:8]([CH3:11])=[N:9][CH:10]=1.N1C=CN=C1.[Si:38](Cl)([C:41]([CH3:44])([CH3:43])[CH3:42])([CH3:40])[CH3:39]. The catalyst is C1COCC1. The product is [Si:38]([O:1][CH2:2][CH2:3][CH2:4][C:5]1[CH:6]=[C:7]([NH:12][C:13]2[N:14]=[CH:15][C:16]3[CH2:17][C:18](=[O:32])[NH:19][C:20]4[CH:27]=[C:26]([C:28]([F:31])([F:30])[F:29])[CH:25]=[CH:24][C:21]=4[C:22]=3[N:23]=2)[C:8]([CH3:11])=[N:9][CH:10]=1)([C:41]([CH3:44])([CH3:43])[CH3:42])([CH3:40])[CH3:39]. The yield is 0.510. (8) The reactants are [CH2:1]([O:8][C:9]1[CH:16]=[CH:15][C:12]([C:13]#[N:14])=[C:11]([N+:17]([O-])=O)[C:10]=1[O:20][CH3:21])[C:2]1[CH:7]=[CH:6][CH:5]=[CH:4][CH:3]=1.C(=O)(O)[O-].[Na+]. The catalyst is C(O)(=O)C.O.[Cl-].[Na+].O.[Fe]. The product is [NH2:17][C:11]1[C:10]([O:20][CH3:21])=[C:9]([O:8][CH2:1][C:2]2[CH:3]=[CH:4][CH:5]=[CH:6][CH:7]=2)[CH:16]=[CH:15][C:12]=1[C:13]#[N:14]. The yield is 0.880. (9) The reactants are [C:1]1([CH2:7][C:8]([NH2:10])=[NH:9])[CH:6]=[CH:5][CH:4]=[CH:3][CH:2]=1.Br[C:12](=[CH:15]OC(C)C)[CH:13]=[O:14].C(N(CC)CC)C. The catalyst is C(Cl)(Cl)Cl. The product is [CH2:7]([C:8]1[NH:9][CH:15]=[C:12]([CH:13]=[O:14])[N:10]=1)[C:1]1[CH:6]=[CH:5][CH:4]=[CH:3][CH:2]=1. The yield is 0.400. (10) The reactants are C[Mg]I.[F:4][C:5]1[C:28]([CH3:29])=[CH:27][C:8]2[N:9]([CH:13]3[CH2:18][CH2:17][N:16]([C:19]4([C:25]#N)[CH2:24][CH2:23][O:22][CH2:21][CH2:20]4)[CH2:15][CH2:14]3)C(=O)[O:11][C:7]=2[CH:6]=1. The catalyst is O1CCCC1. The product is [F:4][C:5]1[C:28]([CH3:29])=[CH:27][C:8]([NH:9][CH:13]2[CH2:14][CH2:15][N:16]([C:19]3([CH3:25])[CH2:24][CH2:23][O:22][CH2:21][CH2:20]3)[CH2:17][CH2:18]2)=[C:7]([OH:11])[CH:6]=1. The yield is 0.170.